From a dataset of Reaction yield outcomes from USPTO patents with 853,638 reactions. Predict the reaction yield, written as a fraction of the theoretical maximum amount of product (1.0 means a 100% yield; for example, 0.34 means a 34% yield). (1) The catalyst is C(Cl)(Cl)Cl. The yield is 0.150. The reactants are [CH:1]1([N:7]2[C:12](=[O:13])[CH2:11][C:10](=[O:14])[N:9]([CH:15]3[CH2:20][CH2:19][CH2:18][CH2:17][CH2:16]3)[C:8]2=[O:21])[CH2:6][CH2:5][CH2:4][CH2:3][CH2:2]1.C(N(C(C)C)CC)(C)C.[N:31]([CH2:34][C:35]([O:37]CC)=[O:36])=[C:32]=[S:33]. The product is [CH:1]1([N:7]2[C:12]([OH:13])=[C:11]([C:32]([NH:31][CH2:34][C:35]([OH:37])=[O:36])=[S:33])[C:10](=[O:14])[N:9]([CH:15]3[CH2:16][CH2:17][CH2:18][CH2:19][CH2:20]3)[C:8]2=[O:21])[CH2:2][CH2:3][CH2:4][CH2:5][CH2:6]1. (2) The reactants are C([O:3][P:4]([O:8][CH2:9][CH3:10])[O:5][CH2:6][CH3:7])C.Br[CH2:12][C:13]1[CH:18]=[CH:17][C:16]([C:19]([OH:21])=[O:20])=[CH:15][CH:14]=1. The catalyst is C1(C)C=CC=CC=1. The product is [CH2:9]([O:8][P:4]([CH2:12][C:13]1[CH:18]=[CH:17][C:16]([C:19]([OH:21])=[O:20])=[CH:15][CH:14]=1)([O:5][CH2:6][CH3:7])=[O:3])[CH3:10]. The yield is 0.770. (3) The reactants are C([O:4][C:5]1[CH:10]=[CH:9][C:8]([S:11]([N:14]([CH2:24][C:25]2[CH:34]=[CH:33][C:28]([C:29]([O:31]C)=[O:30])=[CH:27][CH:26]=2)[CH2:15][C:16]2[CH:21]=[CH:20][CH:19]=[CH:18][C:17]=2[O:22][CH3:23])(=[O:13])=[O:12])=[CH:7][CH:6]=1)(=O)C.[OH-].[Na+]. The catalyst is C1COCC1. The product is [OH:4][C:5]1[CH:6]=[CH:7][C:8]([S:11]([N:14]([CH2:24][C:25]2[CH:26]=[CH:27][C:28]([C:29]([OH:31])=[O:30])=[CH:33][CH:34]=2)[CH2:15][C:16]2[CH:21]=[CH:20][CH:19]=[CH:18][C:17]=2[O:22][CH3:23])(=[O:12])=[O:13])=[CH:9][CH:10]=1. The yield is 0.150. (4) The reactants are Cl[C:2]1[C:11]2[C:6](=[CH:7][CH:8]=[C:9]([C:12]#[N:13])[CH:10]=2)[N:5]=[CH:4][CH:3]=1.[N:14]1[CH:19]=[CH:18][C:17](B(O)O)=[CH:16][CH:15]=1.C(=O)([O-])[O-].[K+].[K+]. The catalyst is O1CCOCC1.C1C=CC([P]([Pd]([P](C2C=CC=CC=2)(C2C=CC=CC=2)C2C=CC=CC=2)([P](C2C=CC=CC=2)(C2C=CC=CC=2)C2C=CC=CC=2)[P](C2C=CC=CC=2)(C2C=CC=CC=2)C2C=CC=CC=2)(C2C=CC=CC=2)C2C=CC=CC=2)=CC=1. The product is [N:14]1[CH:19]=[CH:18][C:17]([C:2]2[C:11]3[C:6](=[CH:7][CH:8]=[C:9]([C:12]#[N:13])[CH:10]=3)[N:5]=[CH:4][CH:3]=2)=[CH:16][CH:15]=1. The yield is 0.950. (5) The reactants are [Na].C[O-].[Na+].Cl.[NH2:6][C:7]([NH2:9])=[NH:8].CN(C)[CH:12]=[CH:13][C:14]([C:16]1[CH:21]=[CH:20][CH:19]=[CH:18][C:17]=1[OH:22])=O. The yield is 0.870. The catalyst is CO. The product is [NH2:8][C:7]1[N:9]=[C:14]([C:16]2[CH:21]=[CH:20][CH:19]=[CH:18][C:17]=2[OH:22])[CH:13]=[CH:12][N:6]=1.